Dataset: Catalyst prediction with 721,799 reactions and 888 catalyst types from USPTO. Task: Predict which catalyst facilitates the given reaction. (1) Reactant: C[O:2][C:3](=[O:22])[C:4]1[CH:9]=[CH:8][C:7]([CH2:10][CH2:11][C:12]2[CH:21]=[CH:20][C:19]3[C:14](=[CH:15][CH:16]=[CH:17][CH:18]=3)[N:13]=2)=[CH:6][CH:5]=1.CO.[OH-].[Na+]. Product: [N:13]1[C:14]2[C:19](=[CH:18][CH:17]=[CH:16][CH:15]=2)[CH:20]=[CH:21][C:12]=1[CH2:11][CH2:10][C:7]1[CH:6]=[CH:5][C:4]([C:3]([OH:22])=[O:2])=[CH:9][CH:8]=1. The catalyst class is: 1. (2) The catalyst class is: 4. Product: [CH:1]1([CH2:7][CH2:8][CH2:9][C@@H:10]([C:19]([NH:21][CH:22]([C:26]([O:28][CH3:29])=[O:27])[C:23](=[O:25])[CH3:24])=[O:20])[CH2:11][C:12]([O:14][C:15]([CH3:16])([CH3:17])[CH3:18])=[O:13])[CH2:6][CH2:5][CH2:4][CH2:3][CH2:2]1. Reactant: [CH:1]1([CH2:7][CH2:8][CH2:9][C@@H:10]([C:19]([NH:21][CH:22]([C:26]([O:28][CH3:29])=[O:27])[CH:23]([OH:25])[CH3:24])=[O:20])[CH2:11][C:12]([O:14][C:15]([CH3:18])([CH3:17])[CH3:16])=[O:13])[CH2:6][CH2:5][CH2:4][CH2:3][CH2:2]1.CC(OI1(OC(C)=O)(OC(C)=O)OC(=O)C2C=CC=CC1=2)=O.S([O-])([O-])(=O)=S.[Na+].[Na+].C(=O)([O-])O.[Na+]. (3) Reactant: [OH:1][C:2]1[CH:3]=[C:4]([CH:8]=[CH:9][CH:10]=1)[C:5]([OH:7])=[O:6].[C:11]1([C:17]([C:20]2[CH:25]=[CH:24][CH:23]=[CH:22][CH:21]=2)=[N+]=[N-])[CH:16]=[CH:15][CH:14]=[CH:13][CH:12]=1. Product: [OH:1][C:2]1[CH:3]=[C:4]([CH:8]=[CH:9][CH:10]=1)[C:5]([O:7][CH:17]([C:11]1[CH:16]=[CH:15][CH:14]=[CH:13][CH:12]=1)[C:20]1[CH:25]=[CH:24][CH:23]=[CH:22][CH:21]=1)=[O:6]. The catalyst class is: 21. (4) Reactant: Cl[S:2]([C:5]1[CH:6]=[C:7]([CH:11]=[CH:12][CH:13]=1)[C:8]([OH:10])=[O:9])(=[O:4])=[O:3].[CH3:14][N:15]1[CH2:20][CH2:19][NH:18][CH2:17][CH2:16]1. Product: [CH3:14][N:15]1[CH2:20][CH2:19][N:18]([S:2]([C:5]2[CH:6]=[C:7]([CH:11]=[CH:12][CH:13]=2)[C:8]([OH:10])=[O:9])(=[O:4])=[O:3])[CH2:17][CH2:16]1. The catalyst class is: 4.